Dataset: Peptide-MHC class II binding affinity with 134,281 pairs from IEDB. Task: Regression. Given a peptide amino acid sequence and an MHC pseudo amino acid sequence, predict their binding affinity value. This is MHC class II binding data. (1) The MHC is DRB1_1101 with pseudo-sequence DRB1_1101. The peptide sequence is VLKWHLHKAVEVPIS. The binding affinity (normalized) is 0.595. (2) The peptide sequence is GVAGLLVALAV. The MHC is HLA-DQA10501-DQB10301 with pseudo-sequence HLA-DQA10501-DQB10301. The binding affinity (normalized) is 0.543. (3) The binding affinity (normalized) is 0.295. The peptide sequence is DKFTVFEAAFNDAIK. The MHC is HLA-DQA10301-DQB10302 with pseudo-sequence HLA-DQA10301-DQB10302. (4) The peptide sequence is LDAAYSVAYKAAVGA. The MHC is HLA-DQA10103-DQB10603 with pseudo-sequence HLA-DQA10103-DQB10603. The binding affinity (normalized) is 0.623.